This data is from Reaction yield outcomes from USPTO patents with 853,638 reactions. The task is: Predict the reaction yield, written as a fraction of the theoretical maximum amount of product (1.0 means a 100% yield; for example, 0.34 means a 34% yield). (1) The reactants are [CH3:1][C@@:2]1([CH2:8][CH2:9][C:10]2[N:11]([CH2:15][CH3:16])[CH:12]=[CH:13][CH:14]=2)[CH2:6][O:5]C(=O)[NH:3]1.[OH-].[K+].O.C([C@H]([C@@H](C([O-])=O)O)O)([O-])=O. The catalyst is O1CCCC1.CO.C(O)C.C(Cl)Cl. The product is [NH2:3][C@:2]([CH3:1])([CH2:8][CH2:9][C:10]1[N:11]([CH2:15][CH3:16])[CH:12]=[CH:13][CH:14]=1)[CH2:6][OH:5]. The yield is 0.370. (2) The reactants are [F:1][C:2]([F:31])([F:30])[C:3]1[CH:4]=[C:5]([CH:27]=[CH:28][CH:29]=1)[CH2:6][NH:7][C:8](=[O:26])[C:9]1[CH:14]=[CH:13][N:12]=[C:11]([C:15]2[CH:20]=[C:19]([O:21][CH:22]([CH3:24])[CH3:23])[CH:18]=[CH:17][C:16]=2[NH2:25])[CH:10]=1.[C:32]([O:36][C:37](=[O:51])[CH2:38][CH2:39][S:40][CH2:41][C:42]1[CH:43]=[C:44]([CH:48]=[CH:49][CH:50]=1)[C:45](O)=[O:46])([CH3:35])([CH3:34])[CH3:33].CCN=C=NCCCN(C)C.Cl. The catalyst is ClCCl.CN(C)C1C=CN=CC=1.C(OCC)(=O)C. The product is [F:31][C:2]([F:30])([F:1])[C:3]1[CH:4]=[C:5]([CH:27]=[CH:28][CH:29]=1)[CH2:6][NH:7][C:8]([C:9]1[CH:14]=[CH:13][N:12]=[C:11]([C:15]2[CH:20]=[C:19]([O:21][CH:22]([CH3:24])[CH3:23])[CH:18]=[CH:17][C:16]=2[NH:25][C:45]([C:44]2[CH:43]=[C:42]([CH:50]=[CH:49][CH:48]=2)[CH2:41][S:40][CH2:39][CH2:38][C:37]([O:36][C:32]([CH3:35])([CH3:33])[CH3:34])=[O:51])=[O:46])[CH:10]=1)=[O:26]. The yield is 0.600. (3) The reactants are C([O:5][C:6](=[O:39])[CH2:7][C@H:8]([NH:11][S:12]([C:15]1[CH:20]=[CH:19][C:18]([N:21]2[CH2:25][CH2:24][CH2:23][CH2:22]2)=[CH:17][C:16]=1[O:26][CH2:27][CH2:28][C:29]1[C:38]2[C:33](=[CH:34][CH:35]=[CH:36][CH:37]=2)[CH:32]=[CH:31][CH:30]=1)(=[O:14])=[O:13])[CH:9]=[O:10])(C)(C)C. The catalyst is C(O)(C(F)(F)F)=O.C(Cl)Cl. The product is [C:29]1([CH2:28][CH2:27][O:26][C:16]2[CH:17]=[C:18]([N:21]3[CH2:22][CH2:23][CH2:24][CH2:25]3)[CH:19]=[CH:20][C:15]=2[S:12]([NH:11][C@H:8]([CH:9]=[O:10])[CH2:7][C:6]([OH:39])=[O:5])(=[O:13])=[O:14])[C:38]2[C:33](=[CH:34][CH:35]=[CH:36][CH:37]=2)[CH:32]=[CH:31][CH:30]=1. The yield is 0.600. (4) The reactants are [CH2:1]([N:3]1[C:7]([C:8]2[CH:9]=[C:10]3[C:14](=[CH:15][CH:16]=2)[CH2:13][CH:12]([NH:17]C(=O)OC(C)(C)C)[CH2:11]3)=[CH:6][C:5](=[O:25])[NH:4]1)[CH3:2].F[C:27]1[CH:32]=[CH:31][C:30]([C:33]([F:36])([F:35])[F:34])=[CH:29][CH:28]=1.C([O-])([O-])=O.[K+].[K+]. The catalyst is CS(C)=O.C(Cl)Cl. The product is [CH2:1]([N:3]1[C:7]([C:8]2[CH:9]=[C:10]3[C:14](=[CH:15][CH:16]=2)[CH2:13][CH:12]([NH2:17])[CH2:11]3)=[CH:6][C:5]([O:25][C:27]2[CH:32]=[CH:31][C:30]([C:33]([F:36])([F:35])[F:34])=[CH:29][CH:28]=2)=[N:4]1)[CH3:2]. The yield is 0.570.